From a dataset of Peptide-MHC class II binding affinity with 134,281 pairs from IEDB. Regression. Given a peptide amino acid sequence and an MHC pseudo amino acid sequence, predict their binding affinity value. This is MHC class II binding data. (1) The binding affinity (normalized) is 0.400. The peptide sequence is KLVLDIKYTRPGDSL. The MHC is DRB4_0101 with pseudo-sequence DRB4_0103. (2) The peptide sequence is APQLPDDLMIRVIAQ. The MHC is HLA-DPA10301-DPB10402 with pseudo-sequence HLA-DPA10301-DPB10402. The binding affinity (normalized) is 0.286.